The task is: Predict the reactants needed to synthesize the given product.. This data is from Full USPTO retrosynthesis dataset with 1.9M reactions from patents (1976-2016). Given the product [Br:26][CH2:27][CH2:28][CH2:29][O:8][C:6]1[CH:5]=[CH:4][C:3]([C:9]2[N:13]=[C:12]([C:14]3[CH:15]=[CH:16][C:17]([O:22][CH:23]([CH3:25])[CH3:24])=[C:18]([CH:21]=3)[C:19]#[N:20])[O:11][N:10]=2)=[C:2]([Cl:1])[CH:7]=1, predict the reactants needed to synthesize it. The reactants are: [Cl:1][C:2]1[CH:7]=[C:6]([OH:8])[CH:5]=[CH:4][C:3]=1[C:9]1[N:13]=[C:12]([C:14]2[CH:15]=[CH:16][C:17]([O:22][CH:23]([CH3:25])[CH3:24])=[C:18]([CH:21]=2)[C:19]#[N:20])[O:11][N:10]=1.[Br:26][CH2:27][CH2:28][CH2:29]Br.C(=O)([O-])[O-].[K+].[K+].